From a dataset of Retrosynthesis with 50K atom-mapped reactions and 10 reaction types from USPTO. Predict the reactants needed to synthesize the given product. (1) Given the product O=C(O)c1sc(-c2ccccc2)cc1N1C(=O)CN(S(=O)(=O)c2ccc(Cl)nc2)C[C@H]1C1CCCCC1, predict the reactants needed to synthesize it. The reactants are: O=C(O)c1sc(-c2ccccc2)cc1N1C(=O)CNCC1C1CCCCC1.O=S(=O)(Cl)c1ccc(Cl)nc1. (2) The reactants are: COC(=O)CCCCCCNC(=O)C(COS(C)(=O)=O)NS(=O)(=O)c1ccc(Cl)cc1.c1c[nH]cn1. Given the product COC(=O)CCCCCCNC(=O)C(Cn1ccnc1)NS(=O)(=O)c1ccc(Cl)cc1, predict the reactants needed to synthesize it. (3) Given the product CSc1ccc(N=Cc2ccccc2)cn1, predict the reactants needed to synthesize it. The reactants are: CSc1ccc(N)cn1.O=Cc1ccccc1.